Dataset: Full USPTO retrosynthesis dataset with 1.9M reactions from patents (1976-2016). Task: Predict the reactants needed to synthesize the given product. Given the product [N:1]1([C:7]2[CH:16]=[CH:15][C:14]([NH2:17])=[C:13]3[C:8]=2[CH:9]=[CH:10][CH:11]=[N:12]3)[CH2:6][CH2:5][O:4][CH2:3][CH2:2]1, predict the reactants needed to synthesize it. The reactants are: [N:1]1([C:7]2[CH:16]=[CH:15][C:14]([N+:17]([O-])=O)=[C:13]3[C:8]=2[CH:9]=[CH:10][CH:11]=[N:12]3)[CH2:6][CH2:5][O:4][CH2:3][CH2:2]1.Cl[Sn]Cl.